From a dataset of Full USPTO retrosynthesis dataset with 1.9M reactions from patents (1976-2016). Predict the reactants needed to synthesize the given product. Given the product [Cl:1][C:2]1[CH:19]=[CH:18][C:5]([CH2:6][C:7]2[C:8]([CH3:17])=[N:9][O:10][C:11]=2[C@H:12]2[CH2:16][CH2:15][CH2:14][N:13]2[C:21]([NH:20][C:23]2[CH:24]=[CH:25][C:26]([C:29]([F:30])([F:31])[F:32])=[CH:27][CH:28]=2)=[O:22])=[CH:4][CH:3]=1, predict the reactants needed to synthesize it. The reactants are: [Cl:1][C:2]1[CH:19]=[CH:18][C:5]([CH2:6][C:7]2[C:8]([CH3:17])=[N:9][O:10][C:11]=2[C@H:12]2[CH2:16][CH2:15][CH2:14][NH:13]2)=[CH:4][CH:3]=1.[N:20]([C:23]1[CH:28]=[CH:27][C:26]([C:29]([F:32])([F:31])[F:30])=[CH:25][CH:24]=1)=[C:21]=[O:22].